Dataset: Forward reaction prediction with 1.9M reactions from USPTO patents (1976-2016). Task: Predict the product of the given reaction. (1) Given the reactants Br[C:2]1[CH:3]=[N:4][CH:5]=[C:6]([Br:8])[CH:7]=1.[Cl:9][C:10]1[CH:15]=[CH:14][CH:13]=[CH:12][C:11]=1B(O)O, predict the reaction product. The product is: [Br:8][C:6]1[CH:5]=[N:4][CH:3]=[C:2]([C:11]2[CH:12]=[CH:13][CH:14]=[CH:15][C:10]=2[Cl:9])[CH:7]=1. (2) Given the reactants [NH:1]1[CH:5]=[C:4]([B:6]2[O:14][C:11]([CH3:13])([CH3:12])[C:8]([CH3:10])([CH3:9])[O:7]2)[CH:3]=[N:2]1.Cl.Cl[CH2:17][CH2:18][CH:19]1[CH2:24][CH2:23][CH2:22][CH2:21][N:20]1[CH3:25], predict the reaction product. The product is: [CH3:25][N:20]1[CH2:21][CH2:22][CH2:23][CH2:24][CH:19]1[CH2:18][CH2:17][N:2]1[CH:3]=[C:4]([B:6]2[O:7][C:8]([CH3:9])([CH3:10])[C:11]([CH3:13])([CH3:12])[O:14]2)[CH:5]=[N:1]1. (3) Given the reactants [CH3:1][S:2](Cl)(=[O:4])=[O:3].[CH3:6][O:7][C:8](=[O:25])[CH2:9][CH2:10][C:11]1[CH:16]=[CH:15][C:14]([O:17][CH2:18][CH2:19][CH:20]([OH:23])[CH2:21][CH3:22])=[CH:13][C:12]=1[CH3:24], predict the reaction product. The product is: [CH3:6][O:7][C:8](=[O:25])[CH2:9][CH2:10][C:11]1[CH:16]=[CH:15][C:14]([O:17][CH2:18][CH2:19][CH:20]([O:23][S:2]([CH3:1])(=[O:4])=[O:3])[CH2:21][CH3:22])=[CH:13][C:12]=1[CH3:24].